From a dataset of Reaction yield outcomes from USPTO patents with 853,638 reactions. Predict the reaction yield, written as a fraction of the theoretical maximum amount of product (1.0 means a 100% yield; for example, 0.34 means a 34% yield). The reactants are [CH3:1][C:2]1[C:6]([CH2:7][N:8]2[CH:12]=[C:11]([N+:13]([O-])=O)[CH:10]=[N:9]2)=[C:5]([CH3:16])[O:4][N:3]=1.C([SiH](CC)CC)C.N#N.[ClH:26]. The catalyst is CO.[Pd]. The product is [ClH:26].[CH3:1][C:2]1[C:6]([CH2:7][N:8]2[CH:12]=[C:11]([NH2:13])[CH:10]=[N:9]2)=[C:5]([CH3:16])[O:4][N:3]=1. The yield is 0.964.